Dataset: Forward reaction prediction with 1.9M reactions from USPTO patents (1976-2016). Task: Predict the product of the given reaction. (1) Given the reactants [OH-:1].[Na+].Cl.[NH2:4]O.[C:6]1([C:12]2([CH2:17][C:18]#[N:19])[O:16][CH2:15][CH2:14][O:13]2)[CH:11]=[CH:10][CH:9]=[CH:8][CH:7]=1, predict the reaction product. The product is: [OH:1][NH:19][C:18](=[NH:4])[CH2:17][C:12]1([C:6]2[CH:7]=[CH:8][CH:9]=[CH:10][CH:11]=2)[O:16][CH2:15][CH2:14][O:13]1. (2) Given the reactants Cl.[NH:2]([C:4]1[CH:12]=[CH:11][CH:10]=[CH:9][C:5]=1[C:6]([OH:8])=[O:7])[NH2:3].C(N(CC)CC)C.C[O:21][C:22](=O)[N:23]=[C:24](SC)[C:25]([C:39]1[CH:44]=[C:43]([O:45][CH3:46])[C:42]([O:47][CH3:48])=[CH:41][C:40]=1[F:49])=[N:26][C:27]1[CH:32]=[CH:31][C:30]([C:33]2[N:37]=[C:36]([CH3:38])[O:35][N:34]=2)=[CH:29][CH:28]=1.Cl, predict the reaction product. The product is: [F:49][C:40]1[CH:41]=[C:42]([O:47][CH3:48])[C:43]([O:45][CH3:46])=[CH:44][C:39]=1[C:25](=[N:26][C:27]1[CH:32]=[CH:31][C:30]([C:33]2[N:37]=[C:36]([CH3:38])[O:35][N:34]=2)=[CH:29][CH:28]=1)[C:24]1[NH:23][C:22](=[O:21])[N:2]([C:4]2[CH:12]=[CH:11][CH:10]=[CH:9][C:5]=2[C:6]([OH:8])=[O:7])[N:3]=1. (3) Given the reactants [ClH:1].[CH3:2][N:3]([CH:10]1[CH2:15][CH2:14][N:13]([C:16](=[O:25])[CH2:17][CH2:18][C:19]2[N:20]([CH3:24])[CH:21]=[CH:22][N:23]=2)[CH2:12][CH2:11]1)[CH2:4][CH2:5][NH:6][C:7](=[O:9])[CH3:8], predict the reaction product. The product is: [ClH:1].[CH3:2][N:3]([CH:10]1[CH2:15][CH2:14][N:13]([C:16](=[O:25])[CH2:17][CH2:18][C:19]2[N:20]([CH3:24])[CH:21]=[CH:22][N:23]=2)[CH2:12][CH2:11]1)[CH2:4][CH2:5][NH:6][C:7](=[O:9])[CH3:8]. (4) Given the reactants [CH3:1][O:2][CH2:3][CH2:4][N:5]1[C:13]2[C:8](=[CH:9][C:10]([N+:14]([O-])=O)=[CH:11][CH:12]=2)[CH2:7][CH2:6]1, predict the reaction product. The product is: [CH3:1][O:2][CH2:3][CH2:4][N:5]1[C:13]2[C:8](=[CH:9][C:10]([NH2:14])=[CH:11][CH:12]=2)[CH2:7][CH2:6]1.